From a dataset of Peptide-MHC class II binding affinity with 134,281 pairs from IEDB. Regression. Given a peptide amino acid sequence and an MHC pseudo amino acid sequence, predict their binding affinity value. This is MHC class II binding data. (1) The peptide sequence is ASYFAADRILPELTE. The MHC is HLA-DPA10201-DPB10101 with pseudo-sequence HLA-DPA10201-DPB10101. The binding affinity (normalized) is 0.776. (2) The peptide sequence is PHAATIRVLALGNQE. The MHC is DRB1_0701 with pseudo-sequence DRB1_0701. The binding affinity (normalized) is 0.246. (3) The peptide sequence is EKKYFAATQFVPLAA. The MHC is HLA-DQA10501-DQB10201 with pseudo-sequence HLA-DQA10501-DQB10201. The binding affinity (normalized) is 0.392. (4) The peptide sequence is NVSHIQSAVVCGRRH. The MHC is HLA-DPA10103-DPB10401 with pseudo-sequence HLA-DPA10103-DPB10401. The binding affinity (normalized) is 0.0722.